The task is: Predict which catalyst facilitates the given reaction.. This data is from Catalyst prediction with 721,799 reactions and 888 catalyst types from USPTO. Reactant: [NH3:1].[O:2]1[C:7]2[CH:8]=[CH:9][C:10](C=O)=[CH:11][C:6]=2[O:5][CH2:4][CH2:3]1.[H][H].[CH3:16]C(O)C.[ClH:20]. Product: [ClH:20].[O:2]1[C:7]2[CH:8]=[CH:9][C:10]([NH:1][CH3:16])=[CH:11][C:6]=2[O:5][CH2:4][CH2:3]1. The catalyst class is: 181.